Dataset: Peptide-MHC class I binding affinity with 185,985 pairs from IEDB/IMGT. Task: Regression. Given a peptide amino acid sequence and an MHC pseudo amino acid sequence, predict their binding affinity value. This is MHC class I binding data. The peptide sequence is NICQGDTIV. The MHC is HLA-A02:06 with pseudo-sequence HLA-A02:06. The binding affinity (normalized) is 0.191.